Regression. Given a peptide amino acid sequence and an MHC pseudo amino acid sequence, predict their binding affinity value. This is MHC class I binding data. From a dataset of Peptide-MHC class I binding affinity with 185,985 pairs from IEDB/IMGT. (1) The binding affinity (normalized) is 0.0847. The peptide sequence is TEANAGQFL. The MHC is HLA-B57:01 with pseudo-sequence HLA-B57:01. (2) The peptide sequence is DMTPAERLINM. The MHC is Mamu-A11 with pseudo-sequence Mamu-A11. The binding affinity (normalized) is 0. (3) The peptide sequence is KAAVDLSHFL. The MHC is HLA-A02:02 with pseudo-sequence HLA-A02:02. The binding affinity (normalized) is 0.486. (4) The peptide sequence is LLSGAGEHL. The MHC is HLA-A68:02 with pseudo-sequence HLA-A68:02. The binding affinity (normalized) is 0.00537. (5) The peptide sequence is SMLSYGNVL. The MHC is HLA-A02:12 with pseudo-sequence HLA-A02:12. The binding affinity (normalized) is 0.601.